The task is: Predict the product of the given reaction.. This data is from Forward reaction prediction with 1.9M reactions from USPTO patents (1976-2016). (1) Given the reactants CO[C:3](=[O:23])[C:4]([C:9]1[CH:14]=[CH:13][C:12]([O:15][CH2:16][C:17]2[CH:22]=[CH:21][CH:20]=[CH:19][CH:18]=2)=[CH:11][CH:10]=1)=[CH:5][N:6]([CH3:8])C.[NH2:24][C:25]1[NH:29][N:28]=[CH:27][C:26]=1C#N, predict the reaction product. The product is: [CH2:16]([O:15][C:12]1[CH:11]=[CH:10][C:9]([C:4]2[C:3](=[O:23])[N:29]3[N:28]=[CH:27][C:26]([C:25]#[N:24])=[C:8]3[NH:6][CH:5]=2)=[CH:14][CH:13]=1)[C:17]1[CH:18]=[CH:19][CH:20]=[CH:21][CH:22]=1. (2) Given the reactants C[Al](C)C.[CH3:5][C:6]1[S:10][C:9]([NH2:11])=[N:8][CH:7]=1.[Si:12]([O:19][CH:20]1[CH2:23][N:22]([CH2:24][C@H:25]([OH:30])[C:26](OC)=[O:27])[CH2:21]1)([C:15]([CH3:18])([CH3:17])[CH3:16])([CH3:14])[CH3:13], predict the reaction product. The product is: [Si:12]([O:19][CH:20]1[CH2:23][N:22]([CH2:24][C@H:25]([OH:30])[C:26]([NH:11][C:9]2[S:10][C:6]([CH3:5])=[CH:7][N:8]=2)=[O:27])[CH2:21]1)([C:15]([CH3:18])([CH3:17])[CH3:16])([CH3:14])[CH3:13]. (3) Given the reactants [F:1][C:2]1[CH:3]=[C:4]2[C:9](=[CH:10][C:11]=1[O:12]C)[N:8]=[C:7]([CH3:14])[CH:6]=[CH:5]2.[NH4+].[OH-], predict the reaction product. The product is: [F:1][C:2]1[CH:3]=[C:4]2[C:9](=[CH:10][C:11]=1[OH:12])[N:8]=[C:7]([CH3:14])[CH:6]=[CH:5]2. (4) Given the reactants C1(N([C@H]2CC[C@H](CC)CC2)[C:7](=[O:19])[NH:8][C:9]2[S:10][C:11]([S:14][CH2:15][C:16](O)=O)=[CH:12][N:13]=2)CCCC1.[C:28]([CH:32]1[CH2:37][CH2:36][CH:35]([NH:38][CH:39]2[CH2:45][CH2:44][CH2:43][CH2:42][CH2:41][CH2:40]2)[CH2:34][CH2:33]1)([CH3:31])([CH3:30])[CH3:29].C([O:48][C:49](=[O:59])CCSC1SC(N)=NC=1)C, predict the reaction product. The product is: [C:28]([C@H:32]1[CH2:37][CH2:36][C@H:35]([N:38]([CH:39]2[CH2:45][CH2:44][CH2:43][CH2:42][CH2:41][CH2:40]2)[C:7](=[O:19])[NH:8][C:9]2[S:10][C:11]([S:14][CH2:15][CH2:16][C:49]([OH:59])=[O:48])=[CH:12][N:13]=2)[CH2:34][CH2:33]1)([CH3:31])([CH3:29])[CH3:30]. (5) Given the reactants Br[C:2]1[C:11]2[C:6](=[CH:7][C:8]([F:13])=[CH:9][C:10]=2[F:12])[N:5]=[C:4]([N:14]2[CH2:19][CH2:18][CH2:17][CH2:16][C:15]2=[O:20])[C:3]=1[CH3:21].[O:22]1[CH2:27][CH2:26][N:25]([C:28]2[CH:29]=[C:30]3[NH:36][CH2:35][C:34]4([CH2:41][CH2:40][O:39][CH2:38][CH2:37]4)[C:31]3=[N:32][CH:33]=2)[CH2:24][CH2:23]1, predict the reaction product. The product is: [F:12][C:10]1[CH:9]=[C:8]([F:13])[CH:7]=[C:6]2[C:11]=1[C:2]([N:36]1[C:30]3[C:31](=[N:32][CH:33]=[C:28]([N:25]4[CH2:26][CH2:27][O:22][CH2:23][CH2:24]4)[CH:29]=3)[C:34]3([CH2:41][CH2:40][O:39][CH2:38][CH2:37]3)[CH2:35]1)=[C:3]([CH3:21])[C:4]([N:14]1[CH2:19][CH2:18][CH2:17][CH2:16][C:15]1=[O:20])=[N:5]2. (6) Given the reactants C([O:3][C:4](=[O:22])[CH2:5][C:6]1[CH:11]=[CH:10][CH:9]=[C:8]([NH:12][C:13]([C:15]2[CH:20]=[CH:19][CH:18]=[C:17](Br)[N:16]=2)=[O:14])[CH:7]=1)C.[Cl:23][C:24]1[CH:25]=[C:26](B(O)O)[CH:27]=[CH:28][CH:29]=1, predict the reaction product. The product is: [Cl:23][C:24]1[CH:29]=[C:28]([C:17]2[N:16]=[C:15]([C:13]([NH:12][C:8]3[CH:7]=[C:6]([CH2:5][C:4]([OH:3])=[O:22])[CH:11]=[CH:10][CH:9]=3)=[O:14])[CH:20]=[CH:19][CH:18]=2)[CH:27]=[CH:26][CH:25]=1. (7) Given the reactants [CH3:1][S:2](Cl)(=[O:4])=[O:3].[OH:6][CH2:7][CH2:8][C:9]1[CH:14]=[CH:13][C:12]([C:15]2[N:19]([C:20]3[CH:25]=[CH:24][C:23]([O:26][CH3:27])=[CH:22][CH:21]=3)[N:18]=[C:17]([C:28]([N:30]([O:32][CH3:33])[CH3:31])=[O:29])[CH:16]=2)=[CH:11][CH:10]=1, predict the reaction product. The product is: [CH3:1][S:2]([O:6][CH2:7][CH2:8][C:9]1[CH:10]=[CH:11][C:12]([C:15]2[N:19]([C:20]3[CH:25]=[CH:24][C:23]([O:26][CH3:27])=[CH:22][CH:21]=3)[N:18]=[C:17]([C:28]([N:30]([O:32][CH3:33])[CH3:31])=[O:29])[CH:16]=2)=[CH:13][CH:14]=1)(=[O:4])=[O:3].